Dataset: Forward reaction prediction with 1.9M reactions from USPTO patents (1976-2016). Task: Predict the product of the given reaction. (1) The product is: [Cl:1][C:2]1[C:3]([C:10]#[CH:14])=[N:4][N:5]([CH:7]([F:9])[F:8])[CH:6]=1. Given the reactants [Cl:1][C:2]1[C:3]([CH:10]=O)=[N:4][N:5]([CH:7]([F:9])[F:8])[CH:6]=1.[N+](=[C:14](P(=O)(OC)OC)C(=O)C)=[N-].C([O-])([O-])=O.[K+].[K+], predict the reaction product. (2) Given the reactants Cl[C:2]1[CH:11]=[CH:10][C:9]2[C:4](=[CH:5][CH:6]=[CH:7][CH:8]=2)[N:3]=1.[I:12]CC, predict the reaction product. The product is: [I:12][C:2]1[CH:11]=[CH:10][C:9]2[C:4](=[CH:5][CH:6]=[CH:7][CH:8]=2)[N:3]=1.